This data is from Reaction yield outcomes from USPTO patents with 853,638 reactions. The task is: Predict the reaction yield, written as a fraction of the theoretical maximum amount of product (1.0 means a 100% yield; for example, 0.34 means a 34% yield). The catalyst is CN(C=O)C.O. The product is [F:12][C:13]1[CH:20]=[CH:19][C:18]([I:21])=[CH:17][C:14]=1[CH:15]=[N:2][NH:1][C:3]1[CH:4]=[C:5]([CH:9]=[CH:10][CH:11]=1)[C:6]([OH:8])=[O:7]. The reactants are [NH:1]([C:3]1[CH:4]=[C:5]([CH:9]=[CH:10][CH:11]=1)[C:6]([OH:8])=[O:7])[NH2:2].[F:12][C:13]1[CH:20]=[CH:19][C:18]([I:21])=[CH:17][C:14]=1[CH:15]=O.C(=O)([O-])[O-].[Cs+].[Cs+].Cl. The yield is 0.980.